The task is: Predict the product of the given reaction.. This data is from Forward reaction prediction with 1.9M reactions from USPTO patents (1976-2016). (1) Given the reactants [Cl:1][C:2]1[CH:3]=[CH:4][C:5]([CH3:34])=[C:6]([N:8]2[CH2:12][CH:11]3[CH2:13][N:14]([C:16]4[S:17][C:18]([C:21]5[N:22]=[N:23][N:24]([CH2:26][C:27]([O:29]C(C)(C)C)=[O:28])[N:25]=5)=[CH:19][N:20]=4)[CH2:15][CH:10]3[CH2:9]2)[CH:7]=1.C1COCC1.[Li+].[OH-], predict the reaction product. The product is: [Cl:1][C:2]1[CH:3]=[CH:4][C:5]([CH3:34])=[C:6]([N:8]2[CH2:9][CH:10]3[CH2:15][N:14]([C:16]4[S:17][C:18]([C:21]5[N:22]=[N:23][N:24]([CH2:26][C:27]([OH:29])=[O:28])[N:25]=5)=[CH:19][N:20]=4)[CH2:13][CH:11]3[CH2:12]2)[CH:7]=1. (2) Given the reactants [NH:1]1[C:9]2[C:4](=[CH:5][CH:6]=[CH:7][CH:8]=2)[CH2:3][CH2:2]1.[Cl:10][C:11]1[CH:12]=[C:13]([CH:17]=[CH:18][C:19]=1[Cl:20])[C:14](Cl)=[O:15].CCN(CC)CC, predict the reaction product. The product is: [Cl:10][C:11]1[CH:12]=[C:13]([C:14]([N:1]2[C:9]3[C:4](=[CH:5][CH:6]=[CH:7][CH:8]=3)[CH2:3][CH2:2]2)=[O:15])[CH:17]=[CH:18][C:19]=1[Cl:20]. (3) Given the reactants [CH3:1]C(=C)C[Mg]Cl.[Cl:7][C:8]1[CH:31]=[CH:30][C:11]([CH2:12][N:13]2[C:17]3([CH2:21][CH2:20][N:19]([CH:22]4[CH2:27][CH2:26][CH2:25][CH2:24][CH2:23]4)[C:18]3=[O:28])[CH2:16][C:15](=[O:29])[CH2:14]2)=[CH:10][CH:9]=1, predict the reaction product. The product is: [Cl:7][C:8]1[CH:9]=[CH:10][C:11]([CH2:12][N:13]2[C:17]3([CH2:21][CH2:20][N:19]([CH:22]4[CH2:27][CH2:26][CH2:25][CH2:24][CH2:23]4)[C:18]3=[O:28])[CH2:16][C:15]([OH:29])([CH3:1])[CH2:14]2)=[CH:30][CH:31]=1. (4) Given the reactants [C:1]([O:5][C:6]([N:8]1[CH2:12][C:11]([F:14])([F:13])[CH2:10][C@H:9]1[CH2:15][C:16]([OH:18])=O)=[O:7])([CH3:4])([CH3:3])[CH3:2].Cl.NO.CCN=C=NCCC[N:30]([CH3:32])C.Cl.Cl.CN1CC[O:39][CH2:38]C1, predict the reaction product. The product is: [CH3:38][O:39][N:30]([CH3:32])[C:16]([CH2:15][C@@H:9]1[CH2:10][C:11]([F:13])([F:14])[CH2:12][N:8]1[C:6]([O:5][C:1]([CH3:2])([CH3:3])[CH3:4])=[O:7])=[O:18]. (5) Given the reactants C([O:3][C:4]([C:6]1[NH:7][C:8]2[C:13]([CH:14]=1)=[CH:12][C:11]([C:15]1[CH:20]=[CH:19][C:18]([C:21]([CH3:24])([CH3:23])[CH3:22])=[CH:17][CH:16]=1)=[CH:10][CH:9]=2)=[O:5])C.Br[C:26]1[CH:31]=[CH:30][C:29]([O:32][CH:33]2[CH2:37][CH2:36][CH2:35][CH2:34]2)=[CH:28][CH:27]=1, predict the reaction product. The product is: [C:21]([C:18]1[CH:19]=[CH:20][C:15]([C:11]2[CH:12]=[C:13]3[C:8](=[CH:9][CH:10]=2)[N:7]([C:26]2[CH:31]=[CH:30][C:29]([O:32][CH:33]4[CH2:37][CH2:36][CH2:35][CH2:34]4)=[CH:28][CH:27]=2)[C:6]([C:4]([OH:3])=[O:5])=[CH:14]3)=[CH:16][CH:17]=1)([CH3:24])([CH3:22])[CH3:23]. (6) Given the reactants [C:1]([C:5]1[N:10]=[C:9]([N:11]2[CH2:16][CH2:15][N:14]([CH2:17][CH2:18][CH2:19][CH2:20][NH2:21])[CH2:13][CH2:12]2)[CH:8]=[C:7]([C:22]([F:25])([F:24])[F:23])[N:6]=1)([CH3:4])([CH3:3])[CH3:2].C1N=CN([C:31]([N:33]2[CH:37]=N[CH:35]=[CH:34]2)=[O:32])C=1.[Cl:38][C:39]1[CH:47]=[CH:46][C:45]2[NH:44][C:43]3CCNC[C:42]=3[C:41]=2[CH:40]=1, predict the reaction product. The product is: [C:1]([C:5]1[N:10]=[C:9]([N:11]2[CH2:16][CH2:15][N:14]([CH2:17][CH2:18][CH2:19][CH2:20][NH:21][C:31]([N:33]3[CH2:34][CH2:35][C:43]4[NH:44][C:45]5[CH:46]=[CH:47][C:39]([Cl:38])=[CH:40][C:41]=5[C:42]=4[CH2:37]3)=[O:32])[CH2:13][CH2:12]2)[CH:8]=[C:7]([C:22]([F:24])([F:25])[F:23])[N:6]=1)([CH3:4])([CH3:2])[CH3:3]. (7) Given the reactants [NH2:1][C:2]1[CH:7]=[C:6]([O:8][C:9]([F:12])([F:11])[F:10])[CH:5]=[CH:4][C:3]=1[NH:13][C:14]1[C:15]([CH3:24])=[C:16]([CH:21]=[CH:22][CH:23]=1)[C:17]([O:19][CH3:20])=[O:18].[O:25]1[CH2:29][CH2:28][CH2:27][C@@H:26]1[C:30](O)=[O:31].Cl.C(N=C=NCCCN(C)C)C.O.ON1C2C=CC=CC=2N=N1, predict the reaction product. The product is: [CH3:24][C:15]1[C:14]([NH:13][C:3]2[CH:4]=[CH:5][C:6]([O:8][C:9]([F:11])([F:12])[F:10])=[CH:7][C:2]=2[NH:1][C:30]([C@H:26]2[CH2:27][CH2:28][CH2:29][O:25]2)=[O:31])=[CH:23][CH:22]=[CH:21][C:16]=1[C:17]([O:19][CH3:20])=[O:18]. (8) Given the reactants FC(F)(F)C(O)=O.[Br:8][C:9]1[CH:10]=[C:11]([CH:22]=[C:23]([Cl:25])[CH:24]=1)[O:12][C:13]1[C:14]([NH:20][NH2:21])=[N:15][CH:16]=[CH:17][C:18]=1[CH3:19].[Cl-].[NH4+].[NH:28]1[C:32]2=[N:33][CH:34]=[CH:35][CH:36]=[C:31]2[C:30]([CH2:37][C:38](O)=[O:39])=[N:29]1.C1C=NC2N(O)N=NC=2C=1.C(Cl)CCl, predict the reaction product. The product is: [Br:8][C:9]1[CH:10]=[C:11]([CH:22]=[C:23]([Cl:25])[CH:24]=1)[O:12][C:13]1[C:14]([NH:20][NH:21][C:38](=[O:39])[CH2:37][C:30]2[C:31]3[C:32](=[N:33][CH:34]=[CH:35][CH:36]=3)[NH:28][N:29]=2)=[N:15][CH:16]=[CH:17][C:18]=1[CH3:19]. (9) The product is: [NH2:12][C:11]1[C:6]([C:4]([O:3][CH2:1][CH3:2])=[O:5])=[CH:7][C:8]([O:29][C:30]([F:32])([F:33])[F:31])=[C:9]([CH2:15][N:16]2[CH2:17][CH2:18][N:19]([C:22]([O:24][C:25]([CH3:28])([CH3:27])[CH3:26])=[O:23])[CH2:20][CH2:21]2)[CH:10]=1. Given the reactants [CH2:1]([O:3][C:4]([C:6]1[C:11]([N+:12]([O-])=O)=[CH:10][C:9]([CH2:15][N:16]2[CH2:21][CH2:20][N:19]([C:22]([O:24][C:25]([CH3:28])([CH3:27])[CH3:26])=[O:23])[CH2:18][CH2:17]2)=[C:8]([O:29][C:30]([F:33])([F:32])[F:31])[CH:7]=1)=[O:5])[CH3:2].ClC1C=CC(S(C2CC2)(=O)=O)=C(C=1)N.[Cl-].[NH4+].Cl, predict the reaction product. (10) Given the reactants [H-].[Na+].[CH3:3][S:4][C:5]1[CH:6]=[CH:7][C:8]([C:11](=[O:13])[CH3:12])=[N:9][CH:10]=1.[F:14][C:15]([F:22])([F:21])[C:16](OCC)=[O:17], predict the reaction product. The product is: [F:14][C:15]([F:22])([F:21])[C:16](=[O:17])[CH2:12][C:11]([C:8]1[CH:7]=[CH:6][C:5]([S:4][CH3:3])=[CH:10][N:9]=1)=[O:13].